This data is from Full USPTO retrosynthesis dataset with 1.9M reactions from patents (1976-2016). The task is: Predict the reactants needed to synthesize the given product. (1) Given the product [C:23]([O:22][C:20]([NH:19][C:15]1[CH:14]=[C:13]([CH:18]=[CH:17][CH:16]=1)[CH2:12][N:9]1[CH2:10][CH2:11][CH:6]([C:4]([OH:5])=[O:3])[CH2:7][CH2:8]1)=[O:21])([CH3:26])([CH3:24])[CH3:25], predict the reactants needed to synthesize it. The reactants are: C([O:3][C:4]([CH:6]1[CH2:11][CH2:10][N:9]([CH2:12][C:13]2[CH:18]=[CH:17][CH:16]=[C:15]([NH:19][C:20]([O:22][C:23]([CH3:26])([CH3:25])[CH3:24])=[O:21])[CH:14]=2)[CH2:8][CH2:7]1)=[O:5])C.Cl. (2) Given the product [Cl:1][C:2]1[CH:11]=[C:10]2[C:5]([CH:6]=[CH:7][C:8](/[CH:12]=[CH:14]/[C:16]3[CH:31]=[CH:30][C:19]4[O:20][CH2:21][C:22]5[CH:29]=[CH:28][CH:27]=[CH:26][C:23]=5[C:24](=[O:25])[C:18]=4[CH:17]=3)=[N:9]2)=[CH:4][C:3]=1[F:13], predict the reactants needed to synthesize it. The reactants are: [Cl:1][C:2]1[CH:11]=[C:10]2[C:5]([CH:6]=[CH:7][C:8]([CH3:12])=[N:9]2)=[CH:4][C:3]=1[F:13].[CH:14]([C:16]1[CH:31]=[CH:30][C:19]2[O:20][CH2:21][C:22]3[CH:29]=[CH:28][CH:27]=[CH:26][C:23]=3[C:24](=[O:25])[C:18]=2[CH:17]=1)=O.